The task is: Predict the reaction yield, written as a fraction of the theoretical maximum amount of product (1.0 means a 100% yield; for example, 0.34 means a 34% yield).. This data is from Reaction yield outcomes from USPTO patents with 853,638 reactions. (1) The reactants are S(O)(O)(=O)=O.[CH3:6][S:7][C:8](=[NH:10])[NH2:9].[F:11][CH:12]([C:17](OC)=[O:18])[C:13](OC)=[O:14].C[O-].[Na+]. The catalyst is CO. The product is [F:11][C:12]1[C:13](=[O:14])[N:10]=[C:8]([S:7][CH3:6])[NH:9][C:17]=1[OH:18]. The yield is 0.680. (2) The reactants are [F:1][C:2]1[CH:10]=[C:9]([F:11])[CH:8]=[CH:7][C:3]=1[CH:4]=[N:5][OH:6].[Cl:12]N1C(=O)CCC1=O. The catalyst is CN(C)C=O. The product is [F:1][C:2]1[CH:10]=[C:9]([F:11])[CH:8]=[CH:7][C:3]=1[C:4](=[N:5][OH:6])[Cl:12]. The yield is 0.680. (3) The reactants are [NH2:1][C:2]1[N:3]([CH3:22])[C:4](=[O:21])[C@:5]2([N:20]=1)[C:14]1[CH:13]=[C:12](Br)[CH:11]=[CH:10][C:9]=1[O:8][C@H:7]1[CH2:16][CH2:17][O:18][CH2:19][C@H:6]21.[Cl:23][C:24]1[CH:25]=[C:26](B(O)O)[CH:27]=[N:28][CH:29]=1. No catalyst specified. The product is [NH2:1][C:2]1[N:3]([CH3:22])[C:4](=[O:21])[C@:5]2([N:20]=1)[C:14]1[CH:13]=[C:12]([C:26]3[CH:27]=[N:28][CH:29]=[C:24]([Cl:23])[CH:25]=3)[CH:11]=[CH:10][C:9]=1[O:8][C@H:7]1[CH2:16][CH2:17][O:18][CH2:19][C@H:6]21. The yield is 0.380. (4) The reactants are [CH3:1][C:2]1[CH:7]=[CH:6][C:5]([S:8][C:9]2[CH:14]=[CH:13][C:12]([NH:15][C:16](=[O:18])[CH3:17])=[CH:11][CH:10]=2)=[C:4]([N+:19]([O-])=O)[CH:3]=1.Cl[Sn]Cl. No catalyst specified. The product is [NH2:19][C:4]1[CH:3]=[C:2]([CH3:1])[CH:7]=[CH:6][C:5]=1[S:8][C:9]1[CH:14]=[CH:13][C:12]([NH:15][C:16](=[O:18])[CH3:17])=[CH:11][CH:10]=1. The yield is 1.00. (5) The reactants are [CH3:1][O:2][C:3](=[O:28])[NH:4][CH:5]([C:9]([N:11]1[CH2:15][CH2:14][CH2:13][CH:12]1[C:16]1[NH:17][C:18]([C:21]2[CH:26]=[CH:25][C:24](Br)=[CH:23][CH:22]=2)=[CH:19][N:20]=1)=[O:10])[CH:6]([CH3:8])[CH3:7].[CH3:29][O:30][C:31](=[O:68])[NH:32][CH:33]([C:37]([N:39]1[CH2:43][CH2:42][CH2:41][CH:40]1[C:44]1[NH:45][C:46]([C:49]2[CH:58]=[CH:57][C:56]3[C:51](=[CH:52][CH:53]=[C:54](B4OC(C)(C)C(C)(C)O4)[CH:55]=3)[CH:50]=2)=[CH:47][N:48]=1)=[O:38])[CH:34]([CH3:36])[CH3:35].C([O-])([O-])=O.[K+].[K+].N#N. The catalyst is C1(C)C=CC=CC=1.C1C=CC([P]([Pd]([P](C2C=CC=CC=2)(C2C=CC=CC=2)C2C=CC=CC=2)([P](C2C=CC=CC=2)(C2C=CC=CC=2)C2C=CC=CC=2)[P](C2C=CC=CC=2)(C2C=CC=CC=2)C2C=CC=CC=2)(C2C=CC=CC=2)C2C=CC=CC=2)=CC=1.C1C=CC(P(C2C=CC=CC=2)[C-]2C=CC=C2)=CC=1.C1C=CC(P(C2C=CC=CC=2)[C-]2C=CC=C2)=CC=1.Cl[Pd]Cl.[Fe+2].CN(C=O)C. The product is [CH3:29][O:30][C:31](=[O:68])[NH:32][CH:33]([C:37]([N:39]1[CH2:43][CH2:42][CH2:41][CH:40]1[C:44]1[NH:45][C:46]([C:49]2[CH:58]=[CH:57][C:56]3[C:51](=[CH:52][CH:53]=[C:54]([C:24]4[CH:25]=[CH:26][C:21]([C:18]5[NH:17][C:16]([CH:12]6[CH2:13][CH2:14][CH2:15][N:11]6[C:9](=[O:10])[CH:5]([NH:4][C:3]([O:2][CH3:1])=[O:28])[CH:6]([CH3:8])[CH3:7])=[N:20][CH:19]=5)=[CH:22][CH:23]=4)[CH:55]=3)[CH:50]=2)=[CH:47][N:48]=1)=[O:38])[CH:34]([CH3:36])[CH3:35]. The yield is 0.350.